The task is: Predict which catalyst facilitates the given reaction.. This data is from Catalyst prediction with 721,799 reactions and 888 catalyst types from USPTO. (1) Reactant: [Cl:1][C:2]1[CH:7]=[C:6]([Cl:8])[CH:5]=[C:4]([Cl:9])[C:3]=1[CH2:10]Cl.[C-:12]#[N:13].[Na+]. Product: [Cl:9][C:4]1[CH:5]=[C:6]([Cl:8])[CH:7]=[C:2]([Cl:1])[C:3]=1[CH2:10][C:12]#[N:13]. The catalyst class is: 40. (2) Reactant: [F:1][C:2]([F:46])([F:45])[C:3]1[CH:4]=[C:5]([C@H:13]2[O:17][C:16](=[O:18])[N:15]([CH2:19][C:20]3[CH:25]=[C:24]([C:26]([F:29])([F:28])[F:27])[CH:23]=[CH:22][C:21]=3[C:30]3[S:31][CH:32]=[C:33]([CH2:35][O:36][Si](C(C)(C)C)(C)C)[N:34]=3)[C@H:14]2[CH3:44])[CH:6]=[C:7]([C:9]([F:12])([F:11])[F:10])[CH:8]=1.CCCC[N+](CCCC)(CCCC)CCCC.[F-]. Product: [F:46][C:2]([F:1])([F:45])[C:3]1[CH:4]=[C:5]([C@H:13]2[O:17][C:16](=[O:18])[N:15]([CH2:19][C:20]3[CH:25]=[C:24]([C:26]([F:28])([F:29])[F:27])[CH:23]=[CH:22][C:21]=3[C:30]3[S:31][CH:32]=[C:33]([CH2:35][OH:36])[N:34]=3)[C@H:14]2[CH3:44])[CH:6]=[C:7]([C:9]([F:12])([F:11])[F:10])[CH:8]=1. The catalyst class is: 1. (3) Reactant: C([O:3][C:4]([CH:6]1[CH:10]([C:11]2[CH:12]=[C:13]([CH3:17])[CH:14]=[CH:15][CH:16]=2)[CH2:9][N:8]([CH2:18][C:19]2[CH:24]=[CH:23][CH:22]=[CH:21][CH:20]=2)[CH2:7]1)=[O:5])C. Product: [CH2:18]([N:8]1[CH2:9][CH:10]([C:11]2[CH:12]=[C:13]([CH3:17])[CH:14]=[CH:15][CH:16]=2)[CH:6]([C:4]([OH:5])=[O:3])[CH2:7]1)[C:19]1[CH:24]=[CH:23][CH:22]=[CH:21][CH:20]=1. The catalyst class is: 33.